Task: Predict which catalyst facilitates the given reaction.. Dataset: Catalyst prediction with 721,799 reactions and 888 catalyst types from USPTO (1) Reactant: [CH2:1]([O:3][C:4](=[O:34])[C:5]([O:22][C:23]1[CH:28]=[CH:27][C:26]([O:29][C:30]([F:33])([F:32])[F:31])=[CH:25][CH:24]=1)([CH3:21])[CH2:6][C:7]1[CH:12]=[CH:11][C:10]([O:13]CC2C=CC=CC=2)=[CH:9][CH:8]=1)[CH3:2]. Product: [CH2:1]([O:3][C:4](=[O:34])[C:5]([O:22][C:23]1[CH:28]=[CH:27][C:26]([O:29][C:30]([F:32])([F:31])[F:33])=[CH:25][CH:24]=1)([CH3:21])[CH2:6][C:7]1[CH:8]=[CH:9][C:10]([OH:13])=[CH:11][CH:12]=1)[CH3:2]. The catalyst class is: 78. (2) Product: [C:1]([O:5][C:6](=[O:7])[NH:8][C@H:9]([CH2:14][C:15]1[CH:20]=[CH:19][CH:18]=[CH:17][C:16]=1[F:21])[CH2:10][C:11](=[O:13])[NH:29][C:30]1[C:31](=[O:40])[NH:32][C:33]2[C:38]([CH:39]=1)=[CH:37][CH:36]=[CH:35][CH:34]=2)([CH3:2])([CH3:3])[CH3:4]. Reactant: [C:1]([O:5][C:6]([NH:8][C@H:9]([CH2:14][C:15]1[CH:20]=[CH:19][CH:18]=[CH:17][C:16]=1[F:21])[CH2:10][C:11]([OH:13])=O)=[O:7])([CH3:4])([CH3:3])[CH3:2].CN1CCOCC1.[NH2:29][C:30]1[C:31](=[O:40])[NH:32][C:33]2[C:38]([CH:39]=1)=[CH:37][CH:36]=[CH:35][CH:34]=2.C[N+]1(C2N=C(OC)N=C(OC)N=2)CCOCC1.[Cl-]. The catalyst class is: 1. (3) Reactant: [CH3:1][C:2]1[NH:3][C:4]2[C:9]([CH:10]=1)=[CH:8][C:7]([NH2:11])=[CH:6][CH:5]=2.O.[C:13]1([CH3:23])C=CC(S(O)(=O)=O)=CC=1.[CH2:24]([NH:26][CH3:27])C. Product: [CH3:1][C:2]1[NH:3][C:4]2[C:9]([CH:10]=1)=[CH:8][C:7]([N:11]=[CH:24][N:26]([CH2:13][CH3:23])[CH3:27])=[CH:6][CH:5]=2. The catalyst class is: 2. (4) Reactant: [Cl:1][C:2]1[C:3]([O:28][CH2:29][CH2:30][CH2:31][O:32][CH3:33])=[CH:4][C:5]2[CH2:14][CH:13]([C:15]([CH3:20])([CH3:19])[CH2:16][O:17][CH3:18])[N:12]3[CH:7]([CH2:8][C:9](=[O:26])[C:10]([C:21]([O:23][CH2:24][CH3:25])=[O:22])=[CH:11]3)[C:6]=2[CH:27]=1.C1(Cl)C(=O)C(Cl)=C(Cl)C(=O)C=1Cl. Product: [Cl:1][C:2]1[C:3]([O:28][CH2:29][CH2:30][CH2:31][O:32][CH3:33])=[CH:4][C:5]2[CH2:14][CH:13]([C:15]([CH3:19])([CH3:20])[CH2:16][O:17][CH3:18])[N:12]3[C:7](=[CH:8][C:9](=[O:26])[C:10]([C:21]([O:23][CH2:24][CH3:25])=[O:22])=[CH:11]3)[C:6]=2[CH:27]=1. The catalyst class is: 57. (5) Reactant: CC(=O)CC.Br[CH2:7][CH2:8][CH2:9][CH:10]1[CH2:15][CH2:14][N:13]([C:16]([O:18][C:19]([CH3:22])([CH3:21])[CH3:20])=[O:17])[CH2:12][CH2:11]1.[F:23][C:24]1[CH:31]=[C:30]([OH:32])[CH:29]=[CH:28][C:25]=1[C:26]#[N:27].C(=O)([O-])[O-].[K+].[K+]. Product: [C:26]([C:25]1[CH:28]=[CH:29][C:30]([O:32][CH2:7][CH2:8][CH2:9][CH:10]2[CH2:15][CH2:14][N:13]([C:16]([O:18][C:19]([CH3:22])([CH3:21])[CH3:20])=[O:17])[CH2:12][CH2:11]2)=[CH:31][C:24]=1[F:23])#[N:27]. The catalyst class is: 69. (6) Reactant: [OH-].[Na+].[Cl:3][C:4]1[N:9]=[C:8](Cl)[C:7]([O:11][CH3:12])=[CH:6][N:5]=1.C1C[O:16]CC1.Cl. Product: [Cl:3][C:4]1[N:9]=[C:8]([OH:16])[C:7]([O:11][CH3:12])=[CH:6][N:5]=1. The catalyst class is: 6. (7) Reactant: [CH2:1]([O:8][C:9]([N:11]1[CH:15]([C:16]([OH:18])=O)[CH2:14][S:13][C@@H:12]1[C:19]1[O:20][CH:21]=[CH:22][N:23]=1)=[O:10])[C:2]1[CH:7]=[CH:6][CH:5]=[CH:4][CH:3]=1.CCN(C(C)C)C(C)C.CN(C(ON1N=NC2C=CC=NC1=2)=[N+](C)C)C.F[P-](F)(F)(F)(F)F.[NH2:57][C:58]1[S:59][CH:60]=[C:61]([C:63]2[CH:74]=[CH:73][C:66]([C:67]([NH:69][CH:70]3[CH2:72][CH2:71]3)=[O:68])=[CH:65][CH:64]=2)[N:62]=1. Product: [CH2:1]([O:8][C:9]([N:11]1[CH:15]([C:16](=[O:18])[NH:57][C:58]2[S:59][CH:60]=[C:61]([C:63]3[CH:64]=[CH:65][C:66]([C:67](=[O:68])[NH:69][CH:70]4[CH2:72][CH2:71]4)=[CH:73][CH:74]=3)[N:62]=2)[CH2:14][S:13][C@@H:12]1[C:19]1[O:20][CH:21]=[CH:22][N:23]=1)=[O:10])[C:2]1[CH:3]=[CH:4][CH:5]=[CH:6][CH:7]=1. The catalyst class is: 3.